This data is from Full USPTO retrosynthesis dataset with 1.9M reactions from patents (1976-2016). The task is: Predict the reactants needed to synthesize the given product. The reactants are: F[C:2](F)(F)[C:3]([OH:5])=O.[NH2:8][C@H:9]([C:20]([CH3:23])([CH3:22])[CH3:21])[C:10]([N:12]1[CH2:17][CH2:16][CH:15]([C:18]#[N:19])[CH2:14][CH2:13]1)=[O:11].Cl.[NH2:25][C@H:26](C(C)(C)C)[C:27]([N:29]1[CH2:33][CH2:32]CC1)=O.[F:38][C:39]1[CH:44]=[CH:43][C:42]([N:45]2[CH:49]=[C:48](B(O)O)[CH:47]=[N:46]2)=[CH:41][CH:40]=1.[CH2:53]([N:55]1C=C(B2OC(C)(C)C(C)(C)O2)C=N1)C. Given the product [C:18]([CH:15]1[CH2:14][CH2:13][N:12]([C:10]([C@H:9]([NH:8][C:3]([C:2]2[C:26]3[C:27](=[N:29][CH:33]=[C:32]([C:48]4[CH:47]=[N:46][N:45]([C:42]5[CH:43]=[CH:44][C:39]([F:38])=[CH:40][CH:41]=5)[CH:49]=4)[N:25]=3)[NH:55][CH:53]=2)=[O:5])[C:20]([CH3:23])([CH3:22])[CH3:21])=[O:11])[CH2:17][CH2:16]1)#[N:19], predict the reactants needed to synthesize it.